This data is from Full USPTO retrosynthesis dataset with 1.9M reactions from patents (1976-2016). The task is: Predict the reactants needed to synthesize the given product. Given the product [C:16]([O:15][C:13](=[O:14])[NH:6][C@@H:4]1[CH2:5][O:1][CH2:2][C@H:3]1[NH2:7])([CH3:19])([CH3:18])[CH3:17], predict the reactants needed to synthesize it. The reactants are: [O:1]1[CH2:5][C@@H:4]([NH2:6])[C@H:3]([NH2:7])[CH2:2]1.C([Li])CCC.[C:13](OC([O-])=O)([O:15][C:16]([CH3:19])([CH3:18])[CH3:17])=[O:14].[Cl-].[Na+].